The task is: Predict the reactants needed to synthesize the given product.. This data is from Full USPTO retrosynthesis dataset with 1.9M reactions from patents (1976-2016). (1) Given the product [C:13]([C:17]1[CH:18]=[CH:19][C:20]([C:21]([NH:1][CH2:2][C:3]2[CH:12]=[CH:11][C:6]3[NH:7][C:8](=[O:10])[NH:9][C:5]=3[CH:4]=2)=[O:22])=[CH:24][CH:25]=1)([CH3:16])([CH3:14])[CH3:15], predict the reactants needed to synthesize it. The reactants are: [NH2:1][CH2:2][C:3]1[CH:12]=[CH:11][C:6]2[NH:7][C:8](=[O:10])[NH:9][C:5]=2[CH:4]=1.[C:13]([C:17]1[CH:25]=[CH:24][C:20]([C:21](Cl)=[O:22])=[CH:19][CH:18]=1)([CH3:16])([CH3:15])[CH3:14]. (2) Given the product [CH2:1]([O:8][C:9]([NH:11][C:12]1[C:13](=[O:27])[N:14]([CH2:19][C:20]([OH:22])=[O:21])[C:15]([CH3:18])=[CH:16][CH:17]=1)=[O:10])[C:2]1[CH:7]=[CH:6][CH:5]=[CH:4][CH:3]=1, predict the reactants needed to synthesize it. The reactants are: [CH2:1]([O:8][C:9]([NH:11][C:12]1[C:13](=[O:27])[N:14]([CH2:19][C:20]([O:22]C(C)(C)C)=[O:21])[C:15]([CH3:18])=[CH:16][CH:17]=1)=[O:10])[C:2]1[CH:7]=[CH:6][CH:5]=[CH:4][CH:3]=1.FC(F)(F)C(O)=O. (3) Given the product [CH3:1][C:2]([CH3:9])([C:7]#[CH:8])[C:3](=[O:4])[CH2:11][C:10]#[N:12], predict the reactants needed to synthesize it. The reactants are: [CH3:1][C:2]([CH3:9])([C:7]#[CH:8])[C:3](OC)=[O:4].[C:10](#[N:12])[CH3:11].[H-].[Na+]. (4) Given the product [CH:21]1([NH:24][C:2]2[N:3]=[C:4]([NH:17][CH2:18][CH2:19][CH3:20])[C:5]3[N:11]=[C:10]([NH:24][CH:21]4[CH2:23][CH2:22]4)[N:9]=[C:8]([NH:13][CH2:14][CH2:15][CH3:16])[C:6]=3[N:7]=2)[CH2:23][CH2:22]1, predict the reactants needed to synthesize it. The reactants are: Cl[C:2]1[N:3]=[C:4]([NH:17][CH2:18][CH2:19][CH3:20])[C:5]2[N:11]=[C:10](Cl)[N:9]=[C:8]([NH:13][CH2:14][CH2:15][CH3:16])[C:6]=2[N:7]=1.[CH:21]1([NH2:24])[CH2:23][CH2:22]1. (5) Given the product [CH2:1]([N:8]1[CH2:13][CH2:12][CH:11]([C:14]2[C:16]3[C:17](=[CH:18][C:19]([C:22]([F:25])([F:24])[F:23])=[CH:20][CH:21]=3)[N:28]([CH3:27])[N:29]=2)[CH2:10][CH2:9]1)[C:2]1[CH:7]=[CH:6][CH:5]=[CH:4][CH:3]=1, predict the reactants needed to synthesize it. The reactants are: [CH2:1]([N:8]1[CH2:13][CH2:12][CH:11]([C:14]([C:16]2[CH:21]=[CH:20][C:19]([C:22]([F:25])([F:24])[F:23])=[CH:18][C:17]=2F)=O)[CH2:10][CH2:9]1)[C:2]1[CH:7]=[CH:6][CH:5]=[CH:4][CH:3]=1.[CH3:27][NH:28][NH2:29].C([O-])(O)=O.[Na+]. (6) Given the product [Br:20][C:4]1[CH:5]=[C:6]([N+:10]([O-:12])=[O:11])[C:7]([NH2:9])=[N:8][C:3]=1[O:2][CH3:1], predict the reactants needed to synthesize it. The reactants are: [CH3:1][O:2][C:3]1[N:8]=[C:7]([NH2:9])[C:6]([N+:10]([O-:12])=[O:11])=[CH:5][CH:4]=1.C1C(=O)N([Br:20])C(=O)C1.